This data is from Forward reaction prediction with 1.9M reactions from USPTO patents (1976-2016). The task is: Predict the product of the given reaction. (1) Given the reactants [C:1]1([C@H:7]([CH2:9][OH:10])[NH2:8])[CH:6]=[CH:5][CH:4]=[CH:3][CH:2]=1.Cl[CH2:12]/[CH:13]=[CH:14]\[CH2:15]Cl, predict the reaction product. The product is: [C:1]1([C@@H:7]([N:8]2[CH2:15][CH:14]=[CH:13][CH2:12]2)[CH2:9][OH:10])[CH:6]=[CH:5][CH:4]=[CH:3][CH:2]=1. (2) Given the reactants C(O[C:9]1[CH:14]=[CH:13][C:12]([N:15]2[C:19]([C:20]3[N:25]=[C:24]4[N:26]([CH:31]5[CH2:36][CH2:35][O:34][CH2:33][CH2:32]5)[N:27]=[C:28]([CH2:29][CH3:30])[C:23]4=[CH:22][CH:21]=3)=[CH:18][CH:17]=[N:16]2)=[CH:11][CH:10]=1)C1C=CC=CC=1.C([OH:39])C, predict the reaction product. The product is: [CH2:29]([C:28]1[C:23]2[C:24](=[N:25][C:20]([C:19]3[N:15]([C:12]4[CH:13]=[C:14]([OH:39])[CH:9]=[CH:10][CH:11]=4)[N:16]=[CH:17][CH:18]=3)=[CH:21][CH:22]=2)[N:26]([CH:31]2[CH2:36][CH2:35][O:34][CH2:33][CH2:32]2)[N:27]=1)[CH3:30]. (3) Given the reactants [OH:1][C:2]1[CH:7]=[CH:6][CH:5]=[CH:4][C:3]=1[C:8](=[O:10])[CH3:9].[CH3:11][O:12][CH2:13]Cl.C(=O)([O-])[O-].[K+].[K+], predict the reaction product. The product is: [CH3:11][O:12][CH2:13][O:1][C:2]1[CH:7]=[CH:6][CH:5]=[CH:4][C:3]=1[C:8](=[O:10])[CH3:9]. (4) Given the reactants [CH3:1][C:2]1[C:6]([C:7]2[O:8][C:9]3[CH:15]=[CH:14][C:13]([CH2:16][C:17]([OH:19])=O)=[CH:12][C:10]=3[CH:11]=2)=[C:5]([CH3:20])[O:4][N:3]=1.[CH3:21][C:22]1[CH:27]=[C:26]([CH3:28])[CH:25]=[CH:24][C:23]=1[CH:29]([NH2:35])[CH2:30][O:31][CH:32]([CH3:34])[CH3:33], predict the reaction product. The product is: [CH3:1][C:2]1[C:6]([C:7]2[O:8][C:9]3[CH:15]=[CH:14][C:13]([CH2:16][C:17]([NH:35][CH:29]([C:23]4[CH:24]=[CH:25][C:26]([CH3:28])=[CH:27][C:22]=4[CH3:21])[CH2:30][O:31][CH:32]([CH3:34])[CH3:33])=[O:19])=[CH:12][C:10]=3[CH:11]=2)=[C:5]([CH3:20])[O:4][N:3]=1. (5) Given the reactants [Cl:1][C:2]1[CH:9]=[CH:8][C:5]([CH2:6]Cl)=[CH:4][CH:3]=1.CCN(C(C)C)C(C)C.[C:19]([O:23][C:24]([NH:26][CH:27]1[CH2:31][CH2:30][NH:29][CH2:28]1)=[O:25])([CH3:22])([CH3:21])[CH3:20], predict the reaction product. The product is: [C:19]([O:23][C:24]([NH:26][CH:27]1[CH2:31][CH2:30][N:29]([CH2:6][C:5]2[CH:8]=[CH:9][C:2]([Cl:1])=[CH:3][CH:4]=2)[CH2:28]1)=[O:25])([CH3:22])([CH3:20])[CH3:21]. (6) Given the reactants [CH3:1][O:2][C:3]1[CH:10]=[C:7]([CH:8]=O)[C:6]([OH:11])=[CH:5][CH:4]=1.[Br:12][C:13]1[CH:26]=[CH:25][C:16]([NH:17][S:18]([CH2:21][C:22](O)=[O:23])(=[O:20])=[O:19])=[CH:15][CH:14]=1, predict the reaction product. The product is: [Br:12][C:13]1[CH:14]=[CH:15][C:16]([NH:17][S:18]([C:21]2[C:22](=[O:23])[O:11][C:6]3[C:7]([CH:8]=2)=[CH:10][C:3]([O:2][CH3:1])=[CH:4][CH:5]=3)(=[O:20])=[O:19])=[CH:25][CH:26]=1. (7) Given the reactants [NH2:1][C:2]1[CH:7]=[CH:6][C:5]([Br:8])=[CH:4][C:3]=1[SH:9].C(OC([N:17]1[CH2:22][CH2:21][CH:20]([CH2:23][C:24](O)=O)[CH2:19][CH2:18]1)=O)(C)(C)C.OP(O)(O)=O.S1(CCCC1)(=O)=O, predict the reaction product. The product is: [Br:8][C:5]1[CH:6]=[CH:7][C:2]2[N:1]=[C:24]([CH2:23][CH:20]3[CH2:21][CH2:22][NH:17][CH2:18][CH2:19]3)[S:9][C:3]=2[CH:4]=1.